Dataset: Full USPTO retrosynthesis dataset with 1.9M reactions from patents (1976-2016). Task: Predict the reactants needed to synthesize the given product. (1) Given the product [O:29]=[C:32]1[CH2:25][CH2:23][C:33](=[O:34])[N:31]1[O:15][C:14]([C:12]1[N:13]=[C:9]([C:3]2[CH:4]=[CH:5][CH:6]=[C:7]([Cl:8])[C:2]=2[Cl:1])[S:10][CH:11]=1)=[O:16], predict the reactants needed to synthesize it. The reactants are: [Cl:1][C:2]1[C:7]([Cl:8])=[CH:6][CH:5]=[CH:4][C:3]=1[C:9]1[S:10][CH:11]=[C:12]([C:14]([OH:16])=[O:15])[N:13]=1.C(N([CH:23]([CH3:25])C)CC)(C)C.C([NH3+])C.[OH2:29].C[N:31]([CH:33]=[O:34])[CH3:32]. (2) Given the product [Br:1][C:2]1[CH:3]=[CH:4][C:5]([NH:8][C:18]([NH:17][C:13]2[CH:14]=[CH:15][CH:16]=[C:11]([C:10]([F:9])([F:20])[F:21])[CH:12]=2)=[O:19])=[N:6][CH:7]=1, predict the reactants needed to synthesize it. The reactants are: [Br:1][C:2]1[CH:3]=[CH:4][C:5]([NH2:8])=[N:6][CH:7]=1.[F:9][C:10]([F:21])([F:20])[C:11]1[CH:12]=[C:13]([N:17]=[C:18]=[O:19])[CH:14]=[CH:15][CH:16]=1. (3) The reactants are: [Br:1][C:2]1[CH:8]=[CH:7][C:5]([NH2:6])=[CH:4][CH:3]=1.C(N(CC)CC)C.[CH3:16][S:17](Cl)(=[O:19])=[O:18]. Given the product [Br:1][C:2]1[CH:8]=[CH:7][C:5]([N:6]([S:17]([CH3:16])(=[O:19])=[O:18])[S:17]([CH3:16])(=[O:19])=[O:18])=[CH:4][CH:3]=1, predict the reactants needed to synthesize it. (4) Given the product [CH3:18][Si:19]([CH3:46])([CH3:45])[CH2:20][CH2:21][O:22][CH2:23][N:24]1[C:28]2[N:29]=[CH:30][N:31]=[C:32]([C:33]3[CH:34]=[N:35][N:36]([CH:38]4[CH2:43][CH2:42][C:41](=[CH:9][C:7]#[N:8])[CH2:40][CH2:39]4)[CH:37]=3)[C:27]=2[CH:26]=[CH:25]1, predict the reactants needed to synthesize it. The reactants are: CC(C)([O-])C.[K+].[C:7]([CH2:9]P(=O)(OCC)OCC)#[N:8].[CH3:18][Si:19]([CH3:46])([CH3:45])[CH2:20][CH2:21][O:22][CH2:23][N:24]1[C:28]2[N:29]=[CH:30][N:31]=[C:32]([C:33]3[CH:34]=[N:35][N:36]([CH:38]4[CH2:43][CH2:42][C:41](=O)[CH2:40][CH2:39]4)[CH:37]=3)[C:27]=2[CH:26]=[CH:25]1. (5) Given the product [CH3:17][O:18][C:19]1[CH:24]=[C:23]([C:7]2[CH:16]=[N:15][C:10]3[O:11][CH2:12][CH2:13][NH:14][C:9]=3[CH:8]=2)[CH:22]=[N:21][CH:20]=1, predict the reactants needed to synthesize it. The reactants are: O1CCCC1.Br[C:7]1[CH:16]=[N:15][C:10]2[O:11][CH2:12][CH2:13][NH:14][C:9]=2[CH:8]=1.[CH3:17][O:18][C:19]1[CH:20]=[N:21][CH:22]=[C:23](B2OC(C)(C)C(C)(C)O2)[CH:24]=1.C(=O)([O-])[O-].[K+].[K+]. (6) Given the product [Br:1][C:2]1[CH:7]=[CH:6][C:5]([N:8]2[C:12]3[CH:13]=[C:14]([C:16]([OH:18])=[O:17])[NH:15][C:11]=3[N:10]=[CH:9]2)=[CH:4][CH:3]=1, predict the reactants needed to synthesize it. The reactants are: [Br:1][C:2]1[CH:7]=[CH:6][C:5]([N:8]2[C:12]3[CH:13]=[C:14]([C:16]([O:18]CC)=[O:17])[NH:15][C:11]=3[N:10]=[CH:9]2)=[CH:4][CH:3]=1.[OH-].[Na+].Cl. (7) The reactants are: C([O:3][C:4](=[O:22])[CH2:5][NH:6][CH2:7][CH2:8][NH:9][S:10]([C:13]1[S:14][C:15]2[CH:21]=[CH:20][CH:19]=[CH:18][C:16]=2[N:17]=1)(=[O:12])=[O:11])C.[Li+].[OH-].[C:25](O[C:25]([O:27][C:28]([CH3:31])([CH3:30])[CH3:29])=[O:26])([O:27][C:28]([CH3:31])([CH3:30])[CH3:29])=[O:26]. Given the product [S:14]1[C:15]2[CH:21]=[CH:20][CH:19]=[CH:18][C:16]=2[N:17]=[C:13]1[S:10]([NH:9][CH2:8][CH2:7][N:6]([C:25]([O:27][C:28]([CH3:31])([CH3:30])[CH3:29])=[O:26])[CH2:5][C:4]([OH:3])=[O:22])(=[O:11])=[O:12], predict the reactants needed to synthesize it.